Dataset: NCI-60 drug combinations with 297,098 pairs across 59 cell lines. Task: Regression. Given two drug SMILES strings and cell line genomic features, predict the synergy score measuring deviation from expected non-interaction effect. (1) Drug 1: C1C(C(OC1N2C=C(C(=O)NC2=O)F)CO)O. Drug 2: CC1=C(C=C(C=C1)C(=O)NC2=CC(=CC(=C2)C(F)(F)F)N3C=C(N=C3)C)NC4=NC=CC(=N4)C5=CN=CC=C5. Cell line: OVCAR-4. Synergy scores: CSS=7.37, Synergy_ZIP=-2.98, Synergy_Bliss=3.12, Synergy_Loewe=0.0455, Synergy_HSA=1.97. (2) Drug 2: CC1CCC2CC(C(=CC=CC=CC(CC(C(=O)C(C(C(=CC(C(=O)CC(OC(=O)C3CCCCN3C(=O)C(=O)C1(O2)O)C(C)CC4CCC(C(C4)OC)O)C)C)O)OC)C)C)C)OC. Cell line: M14. Drug 1: CN(C)N=NC1=C(NC=N1)C(=O)N. Synergy scores: CSS=6.00, Synergy_ZIP=-0.380, Synergy_Bliss=-1.65, Synergy_Loewe=-15.6, Synergy_HSA=-5.31. (3) Cell line: ACHN. Drug 1: C1=CC(=CC=C1C#N)C(C2=CC=C(C=C2)C#N)N3C=NC=N3. Drug 2: C1CNP(=O)(OC1)N(CCCl)CCCl. Synergy scores: CSS=-2.96, Synergy_ZIP=-1.79, Synergy_Bliss=-6.47, Synergy_Loewe=-5.29, Synergy_HSA=-5.42. (4) Cell line: TK-10. Drug 2: CCCCCOC(=O)NC1=NC(=O)N(C=C1F)C2C(C(C(O2)C)O)O. Synergy scores: CSS=13.6, Synergy_ZIP=-3.97, Synergy_Bliss=-4.18, Synergy_Loewe=-6.25, Synergy_HSA=-3.74. Drug 1: C1=CC(=CC=C1CCCC(=O)O)N(CCCl)CCCl. (5) Drug 1: CCN(CC)CCCC(C)NC1=C2C=C(C=CC2=NC3=C1C=CC(=C3)Cl)OC. Drug 2: C1CN(P(=O)(OC1)NCCCl)CCCl. Cell line: HCC-2998. Synergy scores: CSS=22.7, Synergy_ZIP=7.43, Synergy_Bliss=14.7, Synergy_Loewe=-6.35, Synergy_HSA=9.30. (6) Synergy scores: CSS=24.0, Synergy_ZIP=4.33, Synergy_Bliss=3.82, Synergy_Loewe=2.29, Synergy_HSA=4.94. Cell line: SNB-75. Drug 2: C1=CC=C(C(=C1)C(C2=CC=C(C=C2)Cl)C(Cl)Cl)Cl. Drug 1: C1=C(C(=O)NC(=O)N1)F.